From a dataset of Full USPTO retrosynthesis dataset with 1.9M reactions from patents (1976-2016). Predict the reactants needed to synthesize the given product. Given the product [CH3:1][C:2]1[CH:10]=[CH:9][C:8]([N:11]([CH3:20])[S:12]([C:15]2[S:16][CH:17]=[CH:18][CH:19]=2)(=[O:14])=[O:13])=[C:7]2[C:3]=1[CH:4]=[C:5]([C:21]1[S:22][CH:23]=[C:24]([C:26]([OH:28])=[O:27])[N:25]=1)[NH:6]2, predict the reactants needed to synthesize it. The reactants are: [CH3:1][C:2]1[CH:10]=[CH:9][C:8]([N:11]([CH3:20])[S:12]([C:15]2[S:16][CH:17]=[CH:18][CH:19]=2)(=[O:14])=[O:13])=[C:7]2[C:3]=1[CH:4]=[C:5]([C:21]1[S:22][CH:23]=[C:24]([C:26]([O:28]CC)=[O:27])[N:25]=1)[NH:6]2.[OH-].[K+].